This data is from Reaction yield outcomes from USPTO patents with 853,638 reactions. The task is: Predict the reaction yield, written as a fraction of the theoretical maximum amount of product (1.0 means a 100% yield; for example, 0.34 means a 34% yield). (1) The reactants are [Br:1][C:2]1[CH:3]=[N:4][C:5]2[N:6]([CH:8]=[C:9]([C:11]3[CH:12]=[C:13]([CH:15]=[CH:16][C:17]=3[F:18])[NH2:14])[N:10]=2)[CH:7]=1.C(N(CC)CC)C.[S:26](Cl)([CH3:29])(=[O:28])=[O:27].O. The catalyst is C(Cl)Cl. The product is [Br:1][C:2]1[CH:3]=[N:4][C:5]2[N:6]([CH:8]=[C:9]([C:11]3[CH:12]=[C:13]([NH:14][S:26]([CH3:29])(=[O:28])=[O:27])[CH:15]=[CH:16][C:17]=3[F:18])[N:10]=2)[CH:7]=1. The yield is 0.200. (2) The reactants are [CH3:1][C:2]1[CH:7]=[CH:6][C:5]([NH:8][C:9](=[O:21])[C:10]2[CH:15]=[CH:14][N:13]=[C:12]([N:16]3[CH2:20][CH2:19][CH2:18][CH2:17]3)[CH:11]=2)=[CH:4][C:3]=1[C:22]1[CH:27]=[CH:26][C:25]([C:28]([OH:30])=O)=[CH:24][CH:23]=1.CN(C(ON1N=NC2C=CC=NC1=2)=[N+](C)C)C.F[P-](F)(F)(F)(F)F.C1C=CC2N(O)N=NC=2C=1.CCN(C(C)C)C(C)C.[CH3:74][O:75][C:76]1[CH:77]=[C:78]([CH:81]=[CH:82][CH:83]=1)[CH2:79][NH2:80]. The catalyst is CN(C=O)C. The product is [CH3:74][O:75][C:76]1[CH:77]=[C:78]([CH:81]=[CH:82][CH:83]=1)[CH2:79][NH:80][C:28]([C:25]1[CH:24]=[CH:23][C:22]([C:3]2[C:2]([CH3:1])=[CH:7][CH:6]=[C:5]([NH:8][C:9](=[O:21])[C:10]3[CH:15]=[CH:14][N:13]=[C:12]([N:16]4[CH2:17][CH2:18][CH2:19][CH2:20]4)[CH:11]=3)[CH:4]=2)=[CH:27][CH:26]=1)=[O:30]. The yield is 0.400. (3) The reactants are C(OC(=O)[NH:7][CH:8]1[CH2:13][CH2:12][N:11]([CH2:14][C:15]2[CH:20]=[C:19]([O:21][CH:22]([CH3:24])[CH3:23])[CH:18]=[C:17]([O:25][CH:26]([CH3:28])[CH3:27])[CH:16]=2)[CH2:10][CH2:9]1)(C)(C)C. The catalyst is Cl. The product is [CH:22]([O:21][C:19]1[CH:20]=[C:15]([CH:16]=[C:17]([O:25][CH:26]([CH3:28])[CH3:27])[CH:18]=1)[CH2:14][N:11]1[CH2:12][CH2:13][CH:8]([NH2:7])[CH2:9][CH2:10]1)([CH3:24])[CH3:23]. The yield is 0.320. (4) The reactants are [N:1]1[C:10]2[CH:9]([NH2:11])[CH2:8][CH2:7][CH2:6][C:5]=2[CH:4]=[CH:3][CH:2]=1.[O:12]=[C:13]1[C:21]2[C:16](=[CH:17][CH:18]=[CH:19][CH:20]=2)[C:15](=[O:22])[N:14]1[CH2:23][CH2:24][CH2:25][CH:26]=O.[BH-](OC(C)=O)(OC(C)=O)OC(C)=O.[Na+]. The catalyst is C(Cl)Cl. The product is [N:1]1[C:10]2[CH:9]([NH:11][CH2:26][CH2:25][CH2:24][CH2:23][N:14]3[C:15](=[O:22])[C:16]4[C:21](=[CH:20][CH:19]=[CH:18][CH:17]=4)[C:13]3=[O:12])[CH2:8][CH2:7][CH2:6][C:5]=2[CH:4]=[CH:3][CH:2]=1. The yield is 0.520.